Dataset: Catalyst prediction with 721,799 reactions and 888 catalyst types from USPTO. Task: Predict which catalyst facilitates the given reaction. (1) Reactant: [CH3:1][O:2][C:3]1[CH:4]=[C:5]2[C:10](=[CH:11][C:12]=1[O:13][CH3:14])[N:9]=[CH:8][CH:7]=[C:6]2[O:15][C:16]1[CH:22]=[CH:21][C:19]([NH2:20])=[C:18]([F:23])[CH:17]=1.C(N(CC)CC)C.ClC(Cl)(O[C:35](=[O:41])OC(Cl)(Cl)Cl)Cl.[CH3:43][C:44]1[S:48][C:47]([CH:49]([NH2:51])[CH3:50])=[N:46][CH:45]=1. Product: [CH3:1][O:2][C:3]1[CH:4]=[C:5]2[C:10](=[CH:11][C:12]=1[O:13][CH3:14])[N:9]=[CH:8][CH:7]=[C:6]2[O:15][C:16]1[CH:22]=[CH:21][C:19]([NH:20][C:35]([NH:51][CH:49]([C:47]2[S:48][C:44]([CH3:43])=[CH:45][N:46]=2)[CH3:50])=[O:41])=[C:18]([F:23])[CH:17]=1. The catalyst class is: 22. (2) Reactant: [NH2:1][C:2]1[C:21]([C:22]2[CH:27]=[C:26]([C:28](=[O:34])[NH:29][C:30]([CH3:33])([CH3:32])[CH3:31])[CH:25]=[C:24]([NH2:35])[CH:23]=2)=[CH:20][C:5]2[C:6]([C:16]([NH:18][CH3:19])=[O:17])=[C:7]([C:9]3[CH:14]=[CH:13][C:12]([F:15])=[CH:11][CH:10]=3)[O:8][C:4]=2[CH:3]=1.N1C=CC=CC=1.[CH3:42][S:43](Cl)(=[O:45])=[O:44]. Product: [C:30]([NH:29][C:28]([C:26]1[CH:27]=[C:22]([C:21]2[C:2]([NH:1][S:43]([CH3:42])(=[O:45])=[O:44])=[CH:3][C:4]3[O:8][C:7]([C:9]4[CH:10]=[CH:11][C:12]([F:15])=[CH:13][CH:14]=4)=[C:6]([C:16]([NH:18][CH3:19])=[O:17])[C:5]=3[CH:20]=2)[CH:23]=[C:24]([NH:35][S:43]([CH3:42])(=[O:45])=[O:44])[CH:25]=1)=[O:34])([CH3:31])([CH3:32])[CH3:33]. The catalyst class is: 2. (3) Reactant: [CH3:1][O:2][C:3]1[CH:4]=[C:5]([O:21][C:22]2[CH:23]=[N:24][C:25]([CH2:28][O:29][CH3:30])=[CH:26][CH:27]=2)[CH:6]=[C:7]2[C:11]=1[NH:10][C:9]([C:12]1[S:13][CH:14]([CH2:17][C:18](O)=[O:19])[CH2:15][N:16]=1)=[CH:8]2.Cl.[CH2:32]([N:34]=C=NCCCN(C)C)[CH3:33].O.ON1C2C=CC=CC=2N=N1.O1CCCC1.C(N)C. Product: [CH2:32]([NH:34][C:18](=[O:19])[CH2:17][CH:14]1[S:13][C:12]([C:9]2[NH:10][C:11]3[C:7]([CH:8]=2)=[CH:6][C:5]([O:21][C:22]2[CH:23]=[N:24][C:25]([CH2:28][O:29][CH3:30])=[CH:26][CH:27]=2)=[CH:4][C:3]=3[O:2][CH3:1])=[N:16][CH2:15]1)[CH3:33]. The catalyst class is: 9. (4) Reactant: [CH:1]1[C:10]2[C:5](=[CH:6][CH:7]=[CH:8][CH:9]=2)[CH:4]=[CH:3][C:2]=1[CH:11]=[CH:12][C:13](=[O:26])[CH:14]=[CH:15][C:16]1[CH:25]=[CH:24][C:23]2[C:18](=[CH:19][CH:20]=[CH:21][CH:22]=2)[CH:17]=1.[CH3:27][NH2:28].O. Product: [CH:17]1[C:18]2[C:23](=[CH:22][CH:21]=[CH:20][CH:19]=2)[CH:24]=[CH:25][C:16]=1[CH:15]1[CH2:14][C:13](=[O:26])[CH2:12][CH:11]([C:2]2[CH:3]=[CH:4][C:5]3[C:10](=[CH:9][CH:8]=[CH:7][CH:6]=3)[CH:1]=2)[N:28]1[CH3:27]. The catalyst class is: 9. (5) Reactant: [CH3:1][C:2]1[CH:3]=[N:4][CH:5]=[CH:6][C:7]=1[NH2:8].CCN(C(C)C)C(C)C.[C:18]([O:22][C:23](=[O:49])[NH:24][CH:25]([C:40]1[CH:45]=[CH:44][C:43]([C:46](Cl)=[O:47])=[CH:42][CH:41]=1)[CH2:26][NH:27][C:28]([C:30]1([C:33]2[CH:38]=[CH:37][C:36]([Cl:39])=[CH:35][CH:34]=2)[CH2:32][CH2:31]1)=[O:29])([CH3:21])([CH3:20])[CH3:19]. Product: [C:18]([O:22][C:23](=[O:49])[NH:24][CH:25]([C:40]1[CH:41]=[CH:42][C:43]([C:46](=[O:47])[NH:8][C:7]2[CH:6]=[CH:5][N:4]=[CH:3][C:2]=2[CH3:1])=[CH:44][CH:45]=1)[CH2:26][NH:27][C:28]([C:30]1([C:33]2[CH:38]=[CH:37][C:36]([Cl:39])=[CH:35][CH:34]=2)[CH2:31][CH2:32]1)=[O:29])([CH3:21])([CH3:19])[CH3:20]. The catalyst class is: 10.